This data is from Catalyst prediction with 721,799 reactions and 888 catalyst types from USPTO. The task is: Predict which catalyst facilitates the given reaction. (1) Reactant: [CH2:1]([C:3]1[N:13]([CH2:14][C:15]2[CH:32]=[CH:31][C:18]3/[C:19](=[CH:28]/[C:29]#[N:30])/[C:20]4[CH:27]=[CH:26][CH:25]=[CH:24][C:21]=4[CH2:22][CH2:23][C:17]=3[CH:16]=2)[C:6]2=[N:7][C:8]([CH3:12])=[CH:9][C:10]([CH3:11])=[C:5]2[N:4]=1)[CH3:2].N[OH:34].C1N=C[N:37]([C:40](N2C=NC=C2)=[S:41])C=1.C1CCN2C(=NCCC2)CC1. Product: [CH2:1]([C:3]1[N:13]([CH2:14][C:15]2[CH:32]=[CH:31][C:18]3/[C:19](=[CH:28]/[C:29]4[NH:37][C:40](=[S:41])[O:34][N:30]=4)/[C:20]4[CH:27]=[CH:26][CH:25]=[CH:24][C:21]=4[CH2:22][CH2:23][C:17]=3[CH:16]=2)[C:6]2=[N:7][C:8]([CH3:12])=[CH:9][C:10]([CH3:11])=[C:5]2[N:4]=1)[CH3:2]. The catalyst class is: 162. (2) Reactant: C[O:2][C@@H:3]1[CH2:8][CH2:7][C@H:6]([N:9]2[C:17](=[O:18])[NH:16][C:15]3[C:10]2=[N:11][C:12]([C:23]2[CH:28]=[CH:27][CH:26]=[C:25]([O:29][Si](C(C)C)(C(C)C)C(C)C)[CH:24]=2)=[N:13][C:14]=3[C:19]([O:21]C)=O)[CH2:5][CH2:4]1.[NH2:40]C1C(C(OC)=O)=NC(C2C=CC=C(O[Si](C(C)C)(C(C)C)C(C)C)C=2)=NC=1N[C@H]1CC[C@@H](OC)CC1. Product: [OH:2][C@@H:3]1[CH2:4][CH2:5][C@H:6]([N:9]2[C:17](=[O:18])[NH:16][C:15]3[C:10]2=[N:11][C:12]([C:23]2[CH:28]=[CH:27][CH:26]=[C:25]([OH:29])[CH:24]=2)=[N:13][C:14]=3[C:19]([NH2:40])=[O:21])[CH2:7][CH2:8]1. The catalyst class is: 4.